Dataset: Catalyst prediction with 721,799 reactions and 888 catalyst types from USPTO. Task: Predict which catalyst facilitates the given reaction. (1) Reactant: N1[CH:6]=[CH:5][CH:4]=[CH:3][CH:2]=1.[F:7][C:8]([F:21])([F:20])[S:9]([O:12]S(C(F)(F)F)(=O)=O)(=[O:11])=[O:10].Cl.[OH2:23]. Product: [CH2:3]([C:4]([C:4]1[CH:3]=[C:2]2[C:2]([CH:3]=[CH:4][C:5]([O:12][S:9]([C:8]([F:21])([F:20])[F:7])(=[O:11])=[O:10])=[CH:6]2)=[CH:6][CH:5]=1)([OH:23])[CH2:5][CH3:6])[CH3:2]. The catalyst class is: 25. (2) The catalyst class is: 18. Reactant: [Br:1][C:2]1[CH:7]=[CH:6][C:5]([OH:8])=[CH:4][C:3]=1[C:9]([CH3:12])([CH3:11])[CH3:10].N1C=CN=C1.Cl[Si:19]([CH:26]([CH3:28])[CH3:27])([CH:23]([CH3:25])[CH3:24])[CH:20]([CH3:22])[CH3:21]. Product: [Br:1][C:2]1[CH:7]=[CH:6][C:5]([O:8][Si:19]([CH:26]([CH3:28])[CH3:27])([CH:23]([CH3:25])[CH3:24])[CH:20]([CH3:22])[CH3:21])=[CH:4][C:3]=1[C:9]([CH3:12])([CH3:11])[CH3:10]. (3) Reactant: [Cl:1][C:2]1[CH:3]=[CH:4][C:5]2[N:6]([CH:8]=[CH:9][N:10]=2)[N:7]=1.Cl.C1C(=O)N([Br:19])C(=O)C1. Product: [Br:19][C:8]1[N:6]2[N:7]=[C:2]([Cl:1])[CH:3]=[CH:4][C:5]2=[N:10][CH:9]=1. The catalyst class is: 47.